From a dataset of Full USPTO retrosynthesis dataset with 1.9M reactions from patents (1976-2016). Predict the reactants needed to synthesize the given product. (1) Given the product [Br:1][C:2]1[CH:7]=[CH:6][C:5]([NH:8][C:9]2[C:10]([C:19]([NH:21][O:22][CH2:23][CH:24]([OH:25])[CH2:28][OH:27])=[O:20])=[CH:11][C:12]3[O:16][CH:15]=[N:14][C:13]=3[C:17]=2[F:18])=[C:4]([Cl:31])[CH:3]=1, predict the reactants needed to synthesize it. The reactants are: [Br:1][C:2]1[CH:7]=[CH:6][C:5]([NH:8][C:9]2[C:10]([C:19]([NH:21][O:22][CH2:23][CH:24]3[CH2:28][O:27]C(C)(C)[O:25]3)=[O:20])=[CH:11][C:12]3[O:16][CH:15]=[N:14][C:13]=3[C:17]=2[F:18])=[C:4]([Cl:31])[CH:3]=1.FC(F)(F)C(O)=O. (2) Given the product [C:1]([O:5][C:6]([N:8]1[CH2:9][CH:10]=[C:11]([C:14]2[NH:31][C:17]3=[N:18][CH:19]=[CH:20][C:21]([C:22]4[CH:27]=[CH:26][C:25]([CH2:28][NH:29][C:41]([C:38]5[N:37]=[C:36]([C:32]([CH3:35])([CH3:34])[CH3:33])[O:40][N:39]=5)=[O:42])=[C:24]([F:30])[CH:23]=4)=[C:16]3[N:15]=2)[CH2:12][CH2:13]1)=[O:7])([CH3:4])([CH3:2])[CH3:3], predict the reactants needed to synthesize it. The reactants are: [C:1]([O:5][C:6]([N:8]1[CH2:13][CH:12]=[C:11]([C:14]2[NH:31][C:17]3=[N:18][CH:19]=[CH:20][C:21]([C:22]4[CH:27]=[CH:26][C:25]([CH2:28][NH2:29])=[C:24]([F:30])[CH:23]=4)=[C:16]3[N:15]=2)[CH2:10][CH2:9]1)=[O:7])([CH3:4])([CH3:3])[CH3:2].[C:32]([C:36]1[O:40][N:39]=[C:38]([C:41](O)=[O:42])[N:37]=1)([CH3:35])([CH3:34])[CH3:33].CCN(C(C)C)C(C)C.C(P1(=O)OP(=O)(CCC)OP(=O)(CCC)O1)CC. (3) Given the product [O:18]=[C:9]1[C:10]2[C:15](=[CH:14][CH:13]=[CH:12][CH:11]=2)[C:16](=[O:17])[N:8]1[CH2:7][CH2:6][C@@H:5]([C@H:4]([O:3][CH:1]=[O:2])[CH2:21][CH2:22][C:23]1[CH:28]=[CH:27][C:26]([C:29]([F:31])([F:30])[F:32])=[CH:25][CH:24]=1)[C:19]([OH:34])=[O:20], predict the reactants needed to synthesize it. The reactants are: [CH:1]([O:3][C@H:4]([CH2:21][CH2:22][C:23]1[CH:28]=[CH:27][C:26]([C:29]([F:32])([F:31])[F:30])=[CH:25][CH:24]=1)[C@@H:5]([CH:19]=[O:20])[CH2:6][CH2:7][N:8]1[C:16](=[O:17])[C:15]2[C:10](=[CH:11][CH:12]=[CH:13][CH:14]=2)[C:9]1=[O:18])=[O:2].P([O-])(O)(O)=[O:34].[Na+].Cl([O-])=O.[Na+].OO. (4) Given the product [Cl:1][C:2]1[CH:7]=[CH:6][C:5]([CH2:8][CH:9]([N:16]2[CH2:20][CH2:19][N:18]([CH2:22][CH2:23][CH:24]=[C:25]3[C:31]4[CH:32]=[CH:33][CH:34]=[N:35][C:30]=4[CH2:29][O:28][C:27]4[CH:36]=[CH:37][C:38]([C:40]([OH:43])([CH3:42])[CH3:41])=[CH:39][C:26]3=4)[CH2:17]2)[C:10](=[O:15])[CH:11]([CH3:14])[CH2:12][CH3:13])=[CH:4][CH:3]=1, predict the reactants needed to synthesize it. The reactants are: [Cl:1][C:2]1[CH:7]=[CH:6][C:5]([CH2:8][CH:9]([N:16]2[CH2:20][CH2:19][NH:18][CH2:17]2)[C:10](=[O:15])[CH:11]([CH3:14])[CH2:12][CH3:13])=[CH:4][CH:3]=1.Br[CH2:22][CH2:23][CH:24]=[C:25]1[C:31]2[CH:32]=[CH:33][CH:34]=[N:35][C:30]=2[CH2:29][O:28][C:27]2[CH:36]=[CH:37][C:38]([C:40]([OH:43])([CH3:42])[CH3:41])=[CH:39][C:26]1=2. (5) Given the product [F:29][C:27]1[CH:26]=[C:25]2[C:21]([CH:22]=[CH:23][NH:24]2)=[C:20]([C:18]2[CH:17]=[C:16]3[C:12]([CH:13]=[N:14][NH:15]3)=[C:11]([NH:10][C:8]([C:6]3[N:7]=[C:3]([CH2:2][N:39]4[CH2:44][CH2:43][CH2:42][CH2:41][CH2:40]4)[S:4][CH:5]=3)=[O:9])[CH:19]=2)[CH:28]=1, predict the reactants needed to synthesize it. The reactants are: Cl[CH2:2][C:3]1[S:4][CH:5]=[C:6]([C:8]([NH:10][C:11]2[CH:19]=[C:18]([C:20]3[CH:28]=[C:27]([F:29])[CH:26]=[C:25]4[C:21]=3[CH:22]=[CH:23][NH:24]4)[CH:17]=[C:16]3[C:12]=2[CH:13]=[N:14][N:15]3S(C2C=CC=CC=2)(=O)=O)=[O:9])[N:7]=1.[NH:39]1[CH2:44][CH2:43][CH2:42][CH2:41][CH2:40]1. (6) Given the product [CH2:62]([C:59]1[CH:58]=[CH:57][C:56]([C:36]2[CH:35]=[C:34]([F:33])[S:38][C:37]=2[CH2:39][O:40][C:41]2[CH:46]=[CH:45][C:44]([CH2:47][CH2:48][C:49]([OH:51])=[O:50])=[C:43]([CH3:54])[C:42]=2[CH3:55])=[CH:61][CH:60]=1)[CH3:63], predict the reactants needed to synthesize it. The reactants are: C(C1C=CC(C2C=C(F)SC=2CO)=CC=1)C.OC1C=CC(CCC(OCC)=O)=C(C)C=1C.[F:33][C:34]1[S:38][C:37]([CH2:39][O:40][C:41]2[CH:46]=[CH:45][C:44]([CH2:47][CH2:48][C:49]([O:51]CC)=[O:50])=[C:43]([CH3:54])[C:42]=2[CH3:55])=[C:36]([C:56]2[CH:61]=[CH:60][C:59]([CH2:62][CH3:63])=[CH:58][CH:57]=2)[CH:35]=1. (7) Given the product [CH:19]([N:12]1[C:13]2[N:14]=[CH:15][N:16]=[CH:17][C:18]=2[C:10]([C:8]([C:4]2[CH:5]=[N:6][CH:7]=[C:2]([NH:23][CH3:22])[CH:3]=2)=[O:9])=[CH:11]1)([CH3:21])[CH3:20], predict the reactants needed to synthesize it. The reactants are: Br[C:2]1[CH:3]=[C:4]([C:8]([C:10]2[C:18]3[CH:17]=[N:16][CH:15]=[N:14][C:13]=3[N:12]([CH:19]([CH3:21])[CH3:20])[CH:11]=2)=[O:9])[CH:5]=[N:6][CH:7]=1.[CH3:22][NH2:23]. (8) Given the product [CH3:38][N:33]1[CH2:34][CH2:35][C:36]2[N:37]=[C:29]([C:27]([NH:26][C@@H:21]3[CH2:22][CH2:23][CH2:24][CH2:25][C@@H:20]3[NH:19][C:17]([C:12]3[NH:13][C:14]4[C:10]([CH:11]=3)=[CH:9][C:8]([C:6]#[C:5][Si:2]([CH3:4])([CH3:3])[CH3:1])=[CH:16][CH:15]=4)=[O:18])=[O:28])[S:30][C:31]=2[CH2:32]1, predict the reactants needed to synthesize it. The reactants are: [CH3:1][Si:2]([C:5]#[CH:6])([CH3:4])[CH3:3].Br[C:8]1[CH:9]=[C:10]2[C:14](=[CH:15][CH:16]=1)[NH:13][C:12]([C:17]([NH:19][C@@H:20]1[CH2:25][CH2:24][CH2:23][CH2:22][C@@H:21]1[NH:26][C:27]([C:29]1[S:30][C:31]3[CH2:32][N:33]([CH3:38])[CH2:34][CH2:35][C:36]=3[N:37]=1)=[O:28])=[O:18])=[CH:11]2.C1(P(C2C=CC=CC=2)C2C=CC=CC=2)C=CC=CC=1.C(=O)([O-])O.[Na+]. (9) The reactants are: [Cl:1][C:2]1[N:7]=[C:6]([CH3:8])[C:5]([C:9]([N:11]2[CH2:16][CH2:15][N:14]([S:17]([C:20]3[CH:25]=[CH:24][C:23]([C:26]([F:29])([F:28])[F:27])=[CH:22][CH:21]=3)(=[O:19])=[O:18])[CH2:13][C@@H:12]2[CH3:30])=[O:10])=[CH:4][CH:3]=1.[NH:31]1[CH2:36][CH2:35][O:34][CH2:33][CH2:32]1. Given the product [ClH:1].[CH3:8][C:6]1[N:7]=[C:2]([N:31]2[CH2:36][CH2:35][O:34][CH2:33][CH2:32]2)[CH:3]=[CH:4][C:5]=1[C:9]([N:11]1[CH2:16][CH2:15][N:14]([S:17]([C:20]2[CH:25]=[CH:24][C:23]([C:26]([F:29])([F:28])[F:27])=[CH:22][CH:21]=2)(=[O:19])=[O:18])[CH2:13][C@@H:12]1[CH3:30])=[O:10], predict the reactants needed to synthesize it.